Dataset: Catalyst prediction with 721,799 reactions and 888 catalyst types from USPTO. Task: Predict which catalyst facilitates the given reaction. Reactant: [OH:1][C:2]1[CH:3]=[CH:4][C:5]([C:8]#N)=N[CH:7]=1.[CH3:10][Mg]Br.[Cl-].[NH4+:14].S(=O)(=O)(O)O.[OH-:20].[Na+]. Product: [OH:20][C:8]1[CH:5]=[CH:4][C:3]([C:2](=[O:1])[CH3:7])=[N:14][CH:10]=1. The catalyst class is: 207.